Dataset: Reaction yield outcomes from USPTO patents with 853,638 reactions. Task: Predict the reaction yield, written as a fraction of the theoretical maximum amount of product (1.0 means a 100% yield; for example, 0.34 means a 34% yield). (1) The reactants are [I:1][C:2]1[CH:7]=[CH:6][C:5]([C:8](=[O:10])[CH3:9])=[CH:4][CH:3]=1.[CH2:11](O)[CH2:12][OH:13]. The catalyst is C1(C)C=CC=CC=1.CCOC(C)=O.S(O)(C1C=CC(C)=CC=1)(=O)=O.O. The product is [I:1][C:2]1[CH:7]=[CH:6][C:5]([C:8]2([CH3:9])[O:13][CH2:12][CH2:11][O:10]2)=[CH:4][CH:3]=1. The yield is 0.990. (2) The catalyst is C(O)CCC. The yield is 0.542. The reactants are F[C:2]1[N:7]=[C:6]([N:8]2[CH2:12][CH2:11][O:10][C:9]2=[O:13])[CH:5]=[CH:4][N:3]=1.[C:14]1([CH3:27])[CH:19]=[CH:18][C:17]([C:20]2[N:24]=[C:23]([CH2:25][NH2:26])[O:22][N:21]=2)=[CH:16][CH:15]=1.[CH2:28](O)[CH2:29][CH3:30]. The product is [CH:29]([C@H:12]1[CH2:11][O:10][C:9](=[O:13])[N:8]1[C:6]1[CH:5]=[CH:4][N:3]=[C:2]([NH:26][CH2:25][C:23]2[O:22][N:21]=[C:20]([C:17]3[CH:16]=[CH:15][C:14]([CH3:27])=[CH:19][CH:18]=3)[N:24]=2)[N:7]=1)([CH3:30])[CH3:28]. (3) The reactants are [F:1][C:2]1[CH:3]=[C:4]([CH:8]=[CH:9][C:10]=1[CH3:11])[C:5]([OH:7])=[O:6].[C:12](=O)([O-])[O-].[K+].[K+].S(OC)(OC)(=O)=O. The catalyst is CC(C)=O. The product is [CH3:12][O:6][C:5](=[O:7])[C:4]1[CH:8]=[CH:9][C:10]([CH3:11])=[C:2]([F:1])[CH:3]=1. The yield is 0.829. (4) The reactants are [C:1](Cl)(=[O:10])[CH:2]=[CH:3][C:4]1[CH:9]=[CH:8][CH:7]=[CH:6][CH:5]=1.N1C=CC=CC=1.[F:18][C:19]1[CH:25]=[CH:24][C:22]([NH2:23])=[CH:21][CH:20]=1. The catalyst is ClCCl.CN(C)C1C=CN=CC=1. The product is [F:18][C:19]1[CH:25]=[CH:24][C:22]([NH:23][C:1](=[O:10])[CH:2]=[CH:3][C:4]2[CH:9]=[CH:8][CH:7]=[CH:6][CH:5]=2)=[CH:21][CH:20]=1. The yield is 0.610.